From a dataset of Full USPTO retrosynthesis dataset with 1.9M reactions from patents (1976-2016). Predict the reactants needed to synthesize the given product. (1) Given the product [CH2:31]([NH:33][C:12]1[N:13]=[C:8]([C:5]2[CH:6]=[CH:7][C:2]([F:1])=[CH:3][C:4]=2[CH3:30])[C:9]2[CH:21]=[CH:20][C:19](=[O:22])[N:18]([C:23]3[CH:28]=[CH:27][CH:26]=[CH:25][C:24]=3[CH3:29])[C:10]=2[N:11]=1)[CH3:32], predict the reactants needed to synthesize it. The reactants are: [F:1][C:2]1[CH:7]=[CH:6][C:5]([C:8]2[C:9]3[CH:21]=[CH:20][C:19](=[O:22])[N:18]([C:23]4[CH:28]=[CH:27][CH:26]=[CH:25][C:24]=4[CH3:29])[C:10]=3[N:11]=[C:12](S(C)(=O)=O)[N:13]=2)=[C:4]([CH3:30])[CH:3]=1.[CH2:31]([NH2:33])[CH3:32]. (2) Given the product [Cl:33][C:18]1[CH:17]=[C:16]([NH:15][C:13]2[C:14]3[N:6]([CH2:5][CH2:4][NH:3][C:48](=[O:49])[O:47][CH2:46][CH2:45][S:42]([CH3:41])(=[O:44])=[O:43])[CH:7]=[CH:8][C:9]=3[N:10]=[CH:11][N:12]=2)[CH:21]=[CH:20][C:19]=1[O:22][C:23]1[CH:28]=[CH:27][CH:26]=[C:25]([C:29]([F:32])([F:31])[F:30])[CH:24]=1, predict the reactants needed to synthesize it. The reactants are: Cl.Cl.[NH2:3][CH2:4][CH2:5][N:6]1[C:14]2[C:13]([NH:15][C:16]3[CH:21]=[CH:20][C:19]([O:22][C:23]4[CH:28]=[CH:27][CH:26]=[C:25]([C:29]([F:32])([F:31])[F:30])[CH:24]=4)=[C:18]([Cl:33])[CH:17]=3)=[N:12][CH:11]=[N:10][C:9]=2[CH:8]=[CH:7]1.C(N(CC)CC)C.[CH3:41][S:42]([CH2:45][CH2:46][O:47][C:48](ON1C(=O)CCC1=O)=[O:49])(=[O:44])=[O:43].C(=O)([O-])O.[Na+]. (3) The reactants are: [H-].[Al+3].[Li+].[H-].[H-].[H-].[Cl-].[Al+3].[Cl-].[Cl-].[F:11][C:12]1[CH:17]=[CH:16][CH:15]=[CH:14][C:13]=1[N:18]1[C:22]([S:23]([C:26]2[CH:31]=[CH:30][CH:29]=[C:28]([O:32][CH3:33])[CH:27]=2)(=[O:25])=[O:24])=[CH:21][C:20]([C:34]([NH:36][CH3:37])=O)=[N:19]1.[OH-:38].[Na+].S([O-])([O-])(=O)=[O:41].[Mg+2].[OH2:46]. Given the product [C:28]([OH:32])(=[O:41])/[CH:29]=[CH:30]/[C:31]([OH:46])=[O:38].[F:11][C:12]1[CH:17]=[CH:16][CH:15]=[CH:14][C:13]=1[N:18]1[C:22]([S:23]([C:26]2[CH:31]=[CH:30][CH:29]=[C:28]([O:32][CH3:33])[CH:27]=2)(=[O:24])=[O:25])=[CH:21][C:20]([CH2:34][NH:36][CH3:37])=[N:19]1, predict the reactants needed to synthesize it.